This data is from Merck oncology drug combination screen with 23,052 pairs across 39 cell lines. The task is: Regression. Given two drug SMILES strings and cell line genomic features, predict the synergy score measuring deviation from expected non-interaction effect. (1) Drug 1: COC12C(COC(N)=O)C3=C(C(=O)C(C)=C(N)C3=O)N1CC1NC12. Drug 2: NC1(c2ccc(-c3nc4ccn5c(=O)[nH]nc5c4cc3-c3ccccc3)cc2)CCC1. Cell line: MDAMB436. Synergy scores: synergy=16.6. (2) Drug 1: CCC1(O)CC2CN(CCc3c([nH]c4ccccc34)C(C(=O)OC)(c3cc4c(cc3OC)N(C)C3C(O)(C(=O)OC)C(OC(C)=O)C5(CC)C=CCN6CCC43C65)C2)C1. Drug 2: CCN(CC)CCNC(=O)c1c(C)[nH]c(C=C2C(=O)Nc3ccc(F)cc32)c1C. Cell line: LOVO. Synergy scores: synergy=-0.271. (3) Drug 1: CC(C)CC(NC(=O)C(Cc1ccccc1)NC(=O)c1cnccn1)B(O)O. Drug 2: CCc1c2c(nc3ccc(O)cc13)-c1cc3c(c(=O)n1C2)COC(=O)C3(O)CC. Cell line: RPMI7951. Synergy scores: synergy=-15.0. (4) Drug 1: CN1C(=O)C=CC2(C)C3CCC4(C)C(NC(=O)OCC(F)(F)F)CCC4C3CCC12. Drug 2: CCC1(O)C(=O)OCc2c1cc1n(c2=O)Cc2cc3c(CN(C)C)c(O)ccc3nc2-1. Cell line: SKMES1. Synergy scores: synergy=9.28. (5) Drug 1: CC(=O)OC1C(=O)C2(C)C(O)CC3OCC3(OC(C)=O)C2C(OC(=O)c2ccccc2)C2(O)CC(OC(=O)C(O)C(NC(=O)c3ccccc3)c3ccccc3)C(C)=C1C2(C)C. Drug 2: CC(C)CC(NC(=O)C(Cc1ccccc1)NC(=O)c1cnccn1)B(O)O. Cell line: PA1. Synergy scores: synergy=-27.7.